This data is from Full USPTO retrosynthesis dataset with 1.9M reactions from patents (1976-2016). The task is: Predict the reactants needed to synthesize the given product. (1) Given the product [C:38]1([C:28]2[N:29]=[C:30]([C:32]3[CH:33]=[CH:34][CH:35]=[CH:36][CH:37]=3)[N:31]=[C:26]([N:23]3[C:13]4[C:14](=[CH:15][C:16]5[C:4]([CH3:24])([CH3:3])[C:5]6[CH:6]=[CH:7][CH:8]=[CH:9][C:10]=6[C:11]=5[CH:12]=4)[C:17]4[C:22]3=[CH:21][CH:20]=[CH:19][CH:18]=4)[N:27]=2)[CH:43]=[CH:42][CH:41]=[CH:40][CH:39]=1, predict the reactants needed to synthesize it. The reactants are: [H-].[Na+].[CH3:3][C:4]1([CH3:24])[C:16]2[CH:15]=[C:14]3[C:17]4[C:22]([NH:23][C:13]3=[CH:12][C:11]=2[C:10]2[CH:9]=[CH:8][CH:7]=[CH:6][C:5]1=2)=[CH:21][CH:20]=[CH:19][CH:18]=4.Cl[C:26]1[N:31]=[C:30]([C:32]2[CH:37]=[CH:36][CH:35]=[CH:34][CH:33]=2)[N:29]=[C:28]([C:38]2[CH:43]=[CH:42][CH:41]=[CH:40][CH:39]=2)[N:27]=1. (2) Given the product [Cl:16][C:13]1[CH:14]=[CH:15][C:10]([CH2:9][NH:8][C:6](=[O:7])[N:5]([CH2:17][CH3:18])[CH2:4][C:3]2[CH:19]=[C:20]([C:23]([F:26])([F:25])[F:24])[CH:21]=[CH:22][C:2]=2[B:27]2[O:31][C:30]([CH3:33])([CH3:32])[C:29]([CH3:35])([CH3:34])[O:28]2)=[CH:11][CH:12]=1, predict the reactants needed to synthesize it. The reactants are: Br[C:2]1[CH:22]=[CH:21][C:20]([C:23]([F:26])([F:25])[F:24])=[CH:19][C:3]=1[CH2:4][N:5]([CH2:17][CH3:18])[C:6]([NH:8][CH2:9][C:10]1[CH:15]=[CH:14][C:13]([Cl:16])=[CH:12][CH:11]=1)=[O:7].[B:27]1([B:27]2[O:31][C:30]([CH3:33])([CH3:32])[C:29]([CH3:35])([CH3:34])[O:28]2)[O:31][C:30]([CH3:33])([CH3:32])[C:29]([CH3:35])([CH3:34])[O:28]1. (3) Given the product [F:1][CH:2]([SiH2:4][CH2:5][CH2:6][SiH2:7][CH:8]([F:10])[F:9])[F:3].[F:11][CH:12]([SiH2:14][CH:15]([SiH2:17][CH:18]([F:20])[F:19])[CH3:16])[F:13], predict the reactants needed to synthesize it. The reactants are: [F:1][CH:2]([SiH2:4][CH2:5][CH2:6][SiH2:7][CH:8]([F:10])[F:9])[F:3].[F:11][CH:12]([SiH2:14][CH:15]([SiH2:17][CH:18]([F:20])[F:19])[CH3:16])[F:13]. (4) Given the product [OH:30][C:24]1[CH:23]=[CH:22][C:21]([S:18]([N:6]2[CH:7]([CH3:31])[C:8]3[C:13](=[CH:12][CH:11]=[CH:10][CH:9]=3)[C:14]3[CH:1]=[CH:2][CH:3]=[CH:4][C:5]2=3)(=[O:20])=[O:19])=[CH:29][C:25]=1[C:26]([OH:28])=[O:27], predict the reactants needed to synthesize it. The reactants are: [CH:1]1[C:14]2[C:5](=[N:6][CH:7]=[C:8]3[C:13]=2[CH:12]=[CH:11][CH:10]=[CH:9]3)[CH:4]=[CH:3][CH:2]=1.C[Li].Cl[S:18]([C:21]1[CH:22]=[CH:23][C:24]([OH:30])=[C:25]([CH:29]=1)[C:26]([OH:28])=[O:27])(=[O:20])=[O:19].[CH:31](N(CC)C(C)C)(C)C.Cl. (5) The reactants are: [H-].[H-].[H-].[H-].[Li+].[Al+3].[NH2:7][C:8]1([C:14](O)=[O:15])[CH2:13][CH2:12][CH2:11][CH2:10][CH2:9]1. Given the product [NH2:7][C:8]1([CH2:14][OH:15])[CH2:13][CH2:12][CH2:11][CH2:10][CH2:9]1, predict the reactants needed to synthesize it. (6) Given the product [CH3:1][O:2][CH2:3][CH2:4][O:5][C:6]1[CH:7]=[CH:8][C:9]([NH:12][C:13]2[N:14]=[CH:15][C:16]3[NH:21][CH:20]=[C:19]([C:31]4[CH:32]=[C:33]([NH:37][C:38](=[O:41])[CH:39]=[CH2:40])[CH:34]=[CH:35][CH:36]=4)[C:17]=3[N:18]=2)=[CH:10][CH:11]=1, predict the reactants needed to synthesize it. The reactants are: [CH3:1][O:2][CH2:3][CH2:4][O:5][C:6]1[CH:11]=[CH:10][C:9]([NH:12][C:13]2[N:14]=[CH:15][C:16]3[N:21](S(C4C=CC=CC=4)(=O)=O)[CH:20]=[C:19]([C:31]4[CH:32]=[C:33]([NH:37][C:38](=[O:41])[CH:39]=[CH2:40])[CH:34]=[CH:35][CH:36]=4)[C:17]=3[N:18]=2)=[CH:8][CH:7]=1. (7) Given the product [NH2:23][C:3]1[C:2]([Br:1])=[CH:22][C:6]2[C:7]([C:17]([O:19][CH2:20][CH3:21])=[O:18])=[C:8]([C:10]3[CH:11]=[CH:12][C:13]([F:16])=[CH:14][CH:15]=3)[O:9][C:5]=2[CH:4]=1, predict the reactants needed to synthesize it. The reactants are: [Br:1][C:2]1[C:3]([N+:23]([O-])=O)=[CH:4][C:5]2[O:9][C:8]([C:10]3[CH:15]=[CH:14][C:13]([F:16])=[CH:12][CH:11]=3)=[C:7]([C:17]([O:19][CH2:20][CH3:21])=[O:18])[C:6]=2[CH:22]=1.[NH4+].[Cl-].